This data is from Forward reaction prediction with 1.9M reactions from USPTO patents (1976-2016). The task is: Predict the product of the given reaction. (1) Given the reactants [NH:1]1[CH:10]2[CH:5]([CH2:6][CH2:7][CH2:8][CH2:9]2)[CH2:4][CH2:3][CH2:2]1.C(N(CC)CC)C.[CH3:18][S:19](Cl)=[O:20].C([O-])(O)=O.[Na+], predict the reaction product. The product is: [CH3:18][S:19]([N:1]1[CH:10]2[CH:5]([CH2:6][CH2:7][CH2:8][CH2:9]2)[CH2:4][CH2:3][CH2:2]1)=[O:20]. (2) Given the reactants [CH3:1][C:2]([S@@:5](/[N:7]=[CH:8]/[C:9]1[CH:14]=[CH:13][C:12]([O:15][C:16]([F:19])([F:18])[F:17])=[CH:11][CH:10]=1)=[O:6])([CH3:4])[CH3:3].[CH2:20]([Mg]Cl)[CH3:21].[Cl-].[NH4+].CCOC(C)=O, predict the reaction product. The product is: [CH3:4][C:2]([S@@:5]([NH:7][C@H:8]([C:9]1[CH:14]=[CH:13][C:12]([O:15][C:16]([F:17])([F:18])[F:19])=[CH:11][CH:10]=1)[CH2:20][CH3:21])=[O:6])([CH3:1])[CH3:3].